From a dataset of Forward reaction prediction with 1.9M reactions from USPTO patents (1976-2016). Predict the product of the given reaction. (1) Given the reactants [NH:1]1[C:5]2[CH:6]=[CH:7][C:8]([NH2:10])=[CH:9][C:4]=2[N:3]=[CH:2]1.[Br:11][C:12]1[CH:19]=[CH:18][C:15]([CH:16]=O)=[CH:14][CH:13]=1.[O:20]([C:22]#[N:23])[K].Cl.N1C=CC=CC=1.[N+:31]([CH:33]1[CH2:38][CH2:37][CH2:36][CH2:35][CH2:34]1)#[C-:32], predict the reaction product. The product is: [NH:1]1[C:5]2[CH:6]=[CH:7][C:8]([N:10]3[CH:16]([C:15]4[CH:18]=[CH:19][C:12]([Br:11])=[CH:13][CH:14]=4)[C:32](=[N:31][CH:33]4[CH2:38][CH2:37][CH2:36][CH2:35][CH2:34]4)[NH:23][C:22]3=[O:20])=[CH:9][C:4]=2[N:3]=[CH:2]1. (2) Given the reactants OCC1CN(C([O-])=O)C1.C1(P(C2C=CC=CC=2)C2C=CC=CC=2)C=CC=CC=1.ClC[CH:31]1[CH2:36][CH2:35][N:34]([C:37]([O:39][C:40]([CH3:43])([CH3:42])[CH3:41])=[O:38])[CH2:33]C1.C(Cl)(Cl)(Cl)[Cl:45], predict the reaction product. The product is: [Cl:45][CH2:31][CH:36]1[CH2:33][N:34]([C:37]([O:39][C:40]([CH3:41])([CH3:42])[CH3:43])=[O:38])[CH2:35]1. (3) Given the reactants [O:1]1[CH2:6][CH2:5][CH2:4][CH2:3][CH:2]1[O:7][NH2:8].[C:9]([C:11]1[CH:16]=[CH:15][C:14]([CH2:17][CH2:18][N:19]2[CH2:24][CH2:23][C:22]([CH2:26][N:27]([CH3:37])[C:28]3[CH:36]=[CH:35][C:31]([C:32](O)=[O:33])=[CH:30][CH:29]=3)([OH:25])[CH2:21][CH2:20]2)=[CH:13][CH:12]=1)#[N:10].Cl.C(N=C=NCCCN(C)C)C.O.ON1C2C=CC=CC=2N=N1.C(=O)([O-])O.[Na+], predict the reaction product. The product is: [C:9]([C:11]1[CH:12]=[CH:13][C:14]([CH2:17][CH2:18][N:19]2[CH2:20][CH2:21][C:22]([CH2:26][N:27]([CH3:37])[C:28]3[CH:36]=[CH:35][C:31]([C:32]([NH:8][O:7][CH:2]4[CH2:3][CH2:4][CH2:5][CH2:6][O:1]4)=[O:33])=[CH:30][CH:29]=3)([OH:25])[CH2:23][CH2:24]2)=[CH:15][CH:16]=1)#[N:10].